From a dataset of Peptide-MHC class II binding affinity with 134,281 pairs from IEDB. Regression. Given a peptide amino acid sequence and an MHC pseudo amino acid sequence, predict their binding affinity value. This is MHC class II binding data. (1) The peptide sequence is AFKLAATAANAAPAN. The MHC is DRB1_0401 with pseudo-sequence DRB1_0401. The binding affinity (normalized) is 0.777. (2) The MHC is HLA-DQA10401-DQB10402 with pseudo-sequence HLA-DQA10401-DQB10402. The peptide sequence is AYATAGTTVYGAFAA. The binding affinity (normalized) is 0.469. (3) The MHC is HLA-DQA10301-DQB10302 with pseudo-sequence HLA-DQA10301-DQB10302. The peptide sequence is ALTEALRVIAGAFEV. The binding affinity (normalized) is 0.516. (4) The peptide sequence is GELLIVDKIDAAFKI. The MHC is DRB1_0404 with pseudo-sequence DRB1_0404. The binding affinity (normalized) is 0.665. (5) The peptide sequence is EKKYFAATWFEPLAA. The MHC is HLA-DPA10103-DPB10601 with pseudo-sequence HLA-DPA10103-DPB10601. The binding affinity (normalized) is 0.992. (6) The peptide sequence is KGNFQRLAITKGKVD. The MHC is HLA-DPA10201-DPB10501 with pseudo-sequence HLA-DPA10201-DPB10501. The binding affinity (normalized) is 0.328. (7) The peptide sequence is RVVHLYRNGKDQDGD. The MHC is DRB3_0101 with pseudo-sequence DRB3_0101. The binding affinity (normalized) is 0.270.